From a dataset of Catalyst prediction with 721,799 reactions and 888 catalyst types from USPTO. Predict which catalyst facilitates the given reaction. (1) Reactant: C([O:4][C@H:5]1[C@H:11]([O:12]C(=O)C)[C@@H:10]([O:16]C(=O)C)[C@:9]2([C:21]3[CH:26]=[CH:25][C:24]([Cl:27])=[C:23]([CH2:28][C:29]4[CH:34]=[CH:33][C:32]([C:35](=[N:37][O:38][CH3:39])[CH3:36])=[CH:31][CH:30]=4)[CH:22]=3)[O:20][C@@:6]1([CH2:40][O:41]C(=O)C)[CH2:7][O:8]2)(=O)C.O.[OH-].[Li+]. Product: [CH3:39][O:38][N:37]=[C:35]([C:32]1[CH:31]=[CH:30][C:29]([CH2:28][C:23]2[CH:22]=[C:21]([C@@:9]34[O:20][C@@:6]([CH2:40][OH:41])([CH2:7][O:8]3)[C@@H:5]([OH:4])[C@H:11]([OH:12])[C@H:10]4[OH:16])[CH:26]=[CH:25][C:24]=2[Cl:27])=[CH:34][CH:33]=1)[CH3:36]. The catalyst class is: 87. (2) Reactant: Br[C:2]1[CH:3]=[CH:4][C:5]2[N:6]([N:8]=[C:9]([NH:11][C:12](=[O:19])[C:13]3[CH:18]=[CH:17][CH:16]=[CH:15][CH:14]=3)[N:10]=2)[CH:7]=1.[F-].[Cs+].[CH3:22][N:23]([CH:25]=O)[CH3:24]. Product: [C:12]([NH:11][C:9]1[N:10]=[C:5]2[CH:4]=[CH:3][C:2]([C:16]3[CH:17]=[CH:18][C:13]([C:12]([NH:11][CH2:9][CH2:25][N:23]([CH3:22])[CH3:24])=[O:19])=[CH:14][CH:15]=3)=[CH:7][N:6]2[N:8]=1)(=[O:19])[C:13]1[CH:18]=[CH:17][CH:16]=[CH:15][CH:14]=1. The catalyst class is: 6. (3) Reactant: Br[C:2]1[C:3](=[O:18])[N:4]([C:8]2[CH:9]=[C:10]3[C:14](=[CH:15][CH:16]=2)[N:13]([CH3:17])[N:12]=[CH:11]3)[CH:5]=[CH:6][CH:7]=1.C[O:20][B:21](OC)[O:22]C.[Li]CCCC. Product: [CH3:17][N:13]1[C:14]2[C:10](=[CH:9][C:8]([N:4]3[CH:5]=[CH:6][CH:7]=[C:2]([B:21]([OH:22])[OH:20])[C:3]3=[O:18])=[CH:16][CH:15]=2)[CH:11]=[N:12]1. The catalyst class is: 1. (4) Reactant: [Cl:1][C:2]1[CH:15]=[CH:14][C:5]([CH2:6][C:7]2[C:8]([CH3:13])=[N:9][NH:10][C:11]=2[NH2:12])=[CH:4][CH:3]=1.[CH:16]([O:19][C:20]1[CH:25]=[CH:24][C:23]([C:26](=O)[CH2:27][C:28](OC)=[O:29])=[CH:22][CH:21]=1)([CH3:18])[CH3:17]. Product: [Cl:1][C:2]1[CH:15]=[CH:14][C:5]([CH2:6][C:7]2[C:8]([CH3:13])=[N:9][N:10]3[C:28](=[O:29])[CH:27]=[C:26]([C:23]4[CH:22]=[CH:21][C:20]([O:19][CH:16]([CH3:18])[CH3:17])=[CH:25][CH:24]=4)[NH:12][C:11]=23)=[CH:4][CH:3]=1. The catalyst class is: 52. (5) Reactant: [Cl:1][C:2]1[N:7]=[C:6]([NH2:8])[C:5]([N+:9]([O-])=O)=[CH:4][CH:3]=1.O.O.[Sn](Cl)Cl.C(OCC)(=O)C.[BH4-].[Na+]. Product: [Cl:1][C:2]1[N:7]=[C:6]([NH2:8])[C:5]([NH2:9])=[CH:4][CH:3]=1. The catalyst class is: 218. (6) Reactant: [CH:1]([C:4]1[CH:10]=[CH:9][CH:8]=[CH:7][C:5]=1N)([CH3:3])[CH3:2].N([O-])=O.[Na+].S(=O)(=O)(O)N.[BrH:20]. Product: [CH:1]([C:4]1[CH:10]=[CH:9][CH:8]=[CH:7][C:5]=1[Br:20])([CH3:3])[CH3:2]. The catalyst class is: 6. (7) Reactant: [Cl:1][C:2]1[C:3]2[CH:16]=[CH:15][NH:14][C:4]=2[N:5]=[C:6]([C:8]2[CH:9]=[N:10][CH:11]=[CH:12][CH:13]=2)[N:7]=1.[C:17]([O-])([O-])=O.[Cs+].[Cs+].IC. Product: [Cl:1][C:2]1[C:3]2[CH:16]=[CH:15][N:14]([CH3:17])[C:4]=2[N:5]=[C:6]([C:8]2[CH:9]=[N:10][CH:11]=[CH:12][CH:13]=2)[N:7]=1. The catalyst class is: 3.